This data is from Peptide-MHC class I binding affinity with 185,985 pairs from IEDB/IMGT. The task is: Regression. Given a peptide amino acid sequence and an MHC pseudo amino acid sequence, predict their binding affinity value. This is MHC class I binding data. (1) The peptide sequence is NYNGLLSSI. The MHC is HLA-B15:01 with pseudo-sequence HLA-B15:01. The binding affinity (normalized) is 0.0847. (2) The peptide sequence is NHINVELGL. The MHC is HLA-B38:01 with pseudo-sequence HLA-B38:01. The binding affinity (normalized) is 0.445. (3) The peptide sequence is NPTQAPVIQLHAVY. The MHC is HLA-B54:01 with pseudo-sequence HLA-B54:01. The binding affinity (normalized) is 0. (4) The peptide sequence is RPMTYKAAV. The MHC is HLA-A24:02 with pseudo-sequence HLA-A24:02. The binding affinity (normalized) is 0.